Dataset: Rat liver microsome stability data. Task: Regression/Classification. Given a drug SMILES string, predict its absorption, distribution, metabolism, or excretion properties. Task type varies by dataset: regression for continuous measurements (e.g., permeability, clearance, half-life) or binary classification for categorical outcomes (e.g., BBB penetration, CYP inhibition). Dataset: rlm. (1) The molecule is Cc1ccccc1C(=O)N1CCc2cc(-n3cc(NC(=O)Cc4ccccc4)cn3)ccc21. The result is 1 (stable in rat liver microsomes). (2) The drug is CC(C)(NC(=O)c1nn(-c2ccc(F)cc2F)c2c1C[C@H]1C[C@@H]21)c1ccncc1. The result is 1 (stable in rat liver microsomes). (3) The result is 1 (stable in rat liver microsomes). The drug is O=C(CCc1ccc(C(F)(F)F)cc1)N[C@@H](Cc1c[nH]c2ccccc12)C(=O)Nc1ccncc1. (4) The molecule is Cc1ccccc1-c1nc(CN2CCC(C(=O)NCCCN3CCOCC3)CC2)c(C)o1. The result is 0 (unstable in rat liver microsomes).